From a dataset of Forward reaction prediction with 1.9M reactions from USPTO patents (1976-2016). Predict the product of the given reaction. Given the reactants [CH2:1]([N:3]1[CH:7]=[C:6]([CH2:8][N:9]2[C:14]3[CH:15]=[C:16]([C:18]4[CH:23]=[CH:22][CH:21]=[CH:20][CH:19]=4)[S:17][C:13]=3[C:12](=[O:24])[N:11]([CH:25]3[CH2:30][CH2:29][N:28](C(OC(C)(C)C)=O)[CH2:27][CH2:26]3)[C:10]2=[O:38])[CH:5]=[N:4]1)[CH3:2].[ClH:39], predict the reaction product. The product is: [ClH:39].[CH2:1]([N:3]1[CH:7]=[C:6]([CH2:8][N:9]2[C:14]3[CH:15]=[C:16]([C:18]4[CH:23]=[CH:22][CH:21]=[CH:20][CH:19]=4)[S:17][C:13]=3[C:12](=[O:24])[N:11]([CH:25]3[CH2:30][CH2:29][NH:28][CH2:27][CH2:26]3)[C:10]2=[O:38])[CH:5]=[N:4]1)[CH3:2].